Dataset: Forward reaction prediction with 1.9M reactions from USPTO patents (1976-2016). Task: Predict the product of the given reaction. (1) The product is: [OH:18][C:19]1[CH:25]=[CH:24][C:23]([CH:26]([CH3:28])[CH3:27])=[CH:22][C:20]=1[NH:21][C:2]1[CH:7]=[C:6]([C:8]([F:11])([F:10])[F:9])[N:5]=[C:4]([C:12]2[CH:17]=[CH:16][CH:15]=[CH:14][N:13]=2)[N:3]=1. Given the reactants Cl[C:2]1[CH:7]=[C:6]([C:8]([F:11])([F:10])[F:9])[N:5]=[C:4]([C:12]2[CH:17]=[CH:16][CH:15]=[CH:14][N:13]=2)[N:3]=1.[OH:18][C:19]1[CH:25]=[CH:24][C:23]([CH:26]([CH3:28])[CH3:27])=[CH:22][C:20]=1[NH2:21], predict the reaction product. (2) The product is: [CH3:1][N:2]([CH2:13][C:14]#[CH:15])[C@@H:3]([CH2:6][C:7]1[CH:8]=[CH:9][CH:10]=[CH:11][CH:12]=1)[CH2:4][O:5][S:23]([C:20]1[CH:21]=[CH:22][C:17]([Br:16])=[CH:18][CH:19]=1)(=[O:25])=[O:24]. Given the reactants [CH3:1][N:2]([CH2:13][C:14]#[CH:15])[C@@H:3]([CH2:6][C:7]1[CH:12]=[CH:11][CH:10]=[CH:9][CH:8]=1)[CH2:4][OH:5].[Br:16][C:17]1[CH:22]=[CH:21][C:20]([S:23](Cl)(=[O:25])=[O:24])=[CH:19][CH:18]=1, predict the reaction product. (3) Given the reactants [CH3:1][C:2]1[C:3]([CH2:14][S@:15]([C:17]2[NH:21][C:20]3[CH:22]=[CH:23][CH:24]=[CH:25][C:19]=3[N:18]=2)=[O:16])=[N:4][CH:5]=[CH:6][C:7]=1[O:8][CH2:9][C:10]([F:13])([F:12])[F:11].[CH2:26]=[O:27], predict the reaction product. The product is: [CH3:1][C:2]1[C:3]([CH2:14][S@:15]([C:17]2[N:18]([CH2:26][OH:27])[C:19]3[CH:25]=[CH:24][CH:23]=[CH:22][C:20]=3[N:21]=2)=[O:16])=[N:4][CH:5]=[CH:6][C:7]=1[O:8][CH2:9][C:10]([F:13])([F:11])[F:12]. (4) Given the reactants [F:1][C:2]1[CH:11]=[C:10]([F:12])[CH:9]=[C:8]2[C:3]=1[C:4]([NH:20][C:21]1[CH:22]=[N:23][CH:24]=[C:25]([N:27]3[CH2:32][CH2:31][O:30][CH2:29][CH2:28]3)[CH:26]=1)=[C:5]([CH3:19])[C:6]([N:13]1[CH2:18][CH2:17][NH:16][CH2:15][CH2:14]1)=[N:7]2.[F:33][C:34]1[CH:39]=[CH:38][CH:37]=[CH:36][C:35]=1[S:40](Cl)(=[O:42])=[O:41], predict the reaction product. The product is: [F:1][C:2]1[CH:11]=[C:10]([F:12])[CH:9]=[C:8]2[C:3]=1[C:4]([NH:20][C:21]1[CH:22]=[N:23][CH:24]=[C:25]([N:27]3[CH2:32][CH2:31][O:30][CH2:29][CH2:28]3)[CH:26]=1)=[C:5]([CH3:19])[C:6]([N:13]1[CH2:14][CH2:15][N:16]([S:40]([C:35]3[CH:36]=[CH:37][CH:38]=[CH:39][C:34]=3[F:33])(=[O:42])=[O:41])[CH2:17][CH2:18]1)=[N:7]2.